Task: Predict the reaction yield, written as a fraction of the theoretical maximum amount of product (1.0 means a 100% yield; for example, 0.34 means a 34% yield).. Dataset: Reaction yield outcomes from USPTO patents with 853,638 reactions (1) The reactants are Cl[C:2]1[C:11]2[C:6](=[CH:7][CH:8]=[C:9]([N+:12]([O-:14])=[O:13])[CH:10]=2)[N:5]=[CH:4][N:3]=1.[CH3:15][N:16]1[CH2:21][CH2:20][NH:19][CH2:18][CH2:17]1. The catalyst is C(Cl)Cl. The product is [CH3:15][N:16]1[CH2:21][CH2:20][N:19]([C:2]2[C:11]3[C:6](=[CH:7][CH:8]=[C:9]([N+:12]([O-:14])=[O:13])[CH:10]=3)[N:5]=[CH:4][N:3]=2)[CH2:18][CH2:17]1. The yield is 0.900. (2) The reactants are [F:1][C:2]([F:29])([F:28])[C:3]1[N:8]=[CH:7][C:6]([CH2:9][NH:10]C(=O)OC(C)(C)C)=[CH:5][C:4]=1[C:18]1[CH:19]=[N:20][C:21]([C:24]([F:27])([F:26])[F:25])=[N:22][CH:23]=1.[ClH:30]. The catalyst is O1CCOCC1. The product is [ClH:30].[F:29][C:2]([F:1])([F:28])[C:3]1[N:8]=[CH:7][C:6]([CH2:9][NH2:10])=[CH:5][C:4]=1[C:18]1[CH:23]=[N:22][C:21]([C:24]([F:25])([F:27])[F:26])=[N:20][CH:19]=1. The yield is 0.910. (3) The reactants are Br[C:2]1[CH:3]=[C:4]([N:8]2[C:12]3=[N:13][CH:14]=[CH:15][CH:16]=[C:11]3[C:10]([C:17]([NH2:19])=[O:18])=[N:9]2)[CH:5]=[CH:6][CH:7]=1.[C:20]([C@:22]1([OH:29])[CH2:26][CH2:25][N:24]([CH3:27])[C:23]1=[O:28])#[CH:21]. No catalyst specified. The product is [OH:29][C@@:22]1([C:20]#[C:21][C:2]2[CH:3]=[C:4]([N:8]3[C:12]4=[N:13][CH:14]=[CH:15][CH:16]=[C:11]4[C:10]([C:17]([NH2:19])=[O:18])=[N:9]3)[CH:5]=[CH:6][CH:7]=2)[CH2:26][CH2:25][N:24]([CH3:27])[C:23]1=[O:28]. The yield is 0.340. (4) The reactants are [CH2:1]([CH:3]=[CH:4][PH:5](=[O:7])[OH:6])C.C#[N:9].[C:10](#N)[CH3:11]. The catalyst is C1CC=CCCC=C1.C1CC=CCCC=C1.[Ni].[Cl-].[Cl-].[Zn+2].P(OC1C=CC=CC=1)(OC1C=CC=CC=1)OC1C=CC=CC=1. The product is [CH2:10]([P:5]([CH2:4][CH2:3][C:1]#[N:9])(=[O:7])[OH:6])[CH3:11]. The yield is 0.980. (5) The reactants are [OH:1][CH2:2][CH2:3][C:4]1[N:5]=[C:6]([NH:9][C:10](=[O:16])[O:11][C:12]([CH3:15])([CH3:14])[CH3:13])[S:7][CH:8]=1.[O:17]1[CH:22]=[CH:21][CH2:20][CH2:19][CH2:18]1.[NH+]1C=CC=CC=1.C1(C)C=CC(S(O)(=O)=O)=CC=1. The catalyst is ClCCl. The product is [O:17]1[CH2:22][CH2:21][CH:20]([O:1][CH2:2][CH2:3][C:4]2[N:5]=[C:6]([NH:9][C:10](=[O:16])[O:11][C:12]([CH3:13])([CH3:15])[CH3:14])[S:7][CH:8]=2)[CH2:19][CH2:18]1. The yield is 0.820. (6) The reactants are [C:1]([N:8]1[CH2:12][CH2:11][C@@H:10]([OH:13])[CH2:9]1)([O:3][C:4]([CH3:7])([CH3:6])[CH3:5])=[O:2].[C:14]1(O)[CH:19]=[CH:18][CH:17]=[CH:16][CH:15]=1.C1(P(C2C=CC=CC=2)C2C=CC=CC=2)C=CC=CC=1. The catalyst is O1CCCC1. The product is [O:13]([C@H:10]1[CH2:11][CH2:12][N:8]([C:1]([O:3][C:4]([CH3:7])([CH3:6])[CH3:5])=[O:2])[CH2:9]1)[C:14]1[CH:19]=[CH:18][CH:17]=[CH:16][CH:15]=1. The yield is 0.750. (7) The reactants are [Br:1][C:2]1[CH:3]=[CH:4][C:5]([OH:18])=[C:6]([C:8](=[O:17])[CH2:9][C:10]2[CH:15]=[CH:14][CH:13]=[CH:12][C:11]=2[CH3:16])[CH:7]=1.[C:19](OC(=O)CC)(=O)[CH2:20][CH3:21].Cl. The catalyst is C(N(CC)CC)C. The product is [Br:1][C:2]1[CH:7]=[C:6]2[C:5](=[CH:4][CH:3]=1)[O:18][C:19]([CH2:20][CH3:21])=[C:9]([C:10]1[CH:15]=[CH:14][CH:13]=[CH:12][C:11]=1[CH3:16])[C:8]2=[O:17]. The yield is 0.200. (8) The reactants are [CH2:1]([O:8][P:9]([C@@:19]1([O:57][C@H:56]([CH2:58][O:59][C@@H:60]2[O:110][C@H:109]([CH2:111][O:112][CH2:113][C:114]3[CH:119]=[CH:118][CH:117]=[CH:116][CH:115]=3)[C@@H:95]([O:96][P:97]3(=[O:108])[O:103][CH2:102][C:101]4[CH:104]=[CH:105][CH:106]=[CH:107][C:100]=4[CH2:99][O:98]3)[C@H:62]([O:63][C:64](=[O:94])[CH2:65][C@H:66]([O:78][C:79](=[O:93])[CH2:80][CH2:81][CH2:82][CH2:83][CH2:84][CH2:85][CH2:86][CH2:87][CH2:88][CH2:89][CH2:90]CC)[CH2:67][CH2:68][CH2:69][CH2:70][CH2:71][CH2:72][CH2:73][CH2:74][CH2:75]CC)[C@H:61]2[NH:120][C:121](=[O:149])[CH2:122][C@H:123]([O:135][C:136](=[O:148])[CH2:137][CH2:138][CH2:139][CH2:140][CH2:141][CH2:142][CH2:143][CH2:144][CH2:145][CH2:146][CH3:147])[CH2:124][CH2:125][CH2:126][CH2:127][CH2:128][CH2:129][CH2:130][CH2:131][CH2:132][CH2:133][CH3:134])[C@@H:47]([O:48][CH2:49][C:50]2[CH:55]=[CH:54][CH:53]=[CH:52][CH:51]=2)[C@H:22]([O:23][C:24](=[O:46])[CH2:25][C@H:26]([O:38][CH2:39][C:40]2[CH:45]=[CH:44][CH:43]=[CH:42][CH:41]=2)[CH2:27][CH2:28][CH2:29][CH2:30][CH2:31][CH2:32][CH2:33][CH2:34][CH2:35]CC)[C@H:21]1[NH:150][C:151](=[O:173])[CH2:152][C@H:153]([O:165][CH2:166][C:167]1[CH:172]=[CH:171][CH:170]=[CH:169][CH:168]=1)[CH2:154][CH2:155][CH2:156][CH2:157][CH2:158][CH2:159][CH2:160][CH2:161][CH2:162][CH2:163][CH3:164])[OH:20])([O:11][CH2:12][C:13]1[CH:18]=[CH:17][CH:16]=[CH:15][CH:14]=1)=[O:10])[C:2]1[CH:7]=[CH:6][CH:5]=[CH:4][CH:3]=1. The catalyst is CCCCCC.C(OCC)(=O)C. The product is [CH2:1]([O:8][P:9]([C@@:19]1([O:57][C@H:56]([CH2:58][O:59][C@@H:60]2[O:110][C@H:109]([CH2:111][O:112][CH2:113][C:114]3[CH:119]=[CH:118][CH:117]=[CH:116][CH:115]=3)[C@@H:95]([O:96][P:97]3(=[O:108])[O:98][CH2:99][C:100]4[CH:107]=[CH:106][CH:105]=[CH:104][C:101]=4[CH2:102][O:103]3)[C@H:62]([O:63][C:64](=[O:94])[CH2:65][C@H:66]([O:78][C:79](=[O:93])[CH2:80][CH2:81][CH2:82][CH2:83][CH2:84][CH2:85][CH2:86][CH2:87][CH2:88][CH2:89][CH3:90])[CH2:67][CH2:68][CH2:69][CH2:70][CH2:71][CH2:72][CH2:73][CH2:74][CH3:75])[C@H:61]2[NH:120][C:121](=[O:149])[CH2:122][C@H:123]([O:135][C:136](=[O:148])[CH2:137][CH2:138][CH2:139][CH2:140][CH2:141][CH2:142][CH2:143][CH2:144][CH2:145][CH2:146][CH3:147])[CH2:124][CH2:125][CH2:126][CH2:127][CH2:128][CH2:129][CH2:130][CH2:131][CH2:132][CH2:133][CH3:134])[C@@H:47]([O:48][CH2:49][C:50]2[CH:51]=[CH:52][CH:53]=[CH:54][CH:55]=2)[C@H:22]([O:23][C:24](=[O:46])[CH2:25][C@H:26]([O:38][CH2:39][C:40]2[CH:45]=[CH:44][CH:43]=[CH:42][CH:41]=2)[CH2:27][CH2:28][CH2:29][CH2:30][CH2:31][CH2:32][CH2:33][CH2:34][CH3:35])[C@H:21]1[NH:150][C:151](=[O:173])[CH2:152][C@H:153]([O:165][CH2:166][C:167]1[CH:172]=[CH:171][CH:170]=[CH:169][CH:168]=1)[CH2:154][CH2:155][CH2:156][CH2:157][CH2:158][CH2:159][CH2:160][CH2:161][CH2:162][CH2:163][CH3:164])[OH:20])([O:11][CH2:12][C:13]1[CH:14]=[CH:15][CH:16]=[CH:17][CH:18]=1)=[O:10])[C:2]1[CH:7]=[CH:6][CH:5]=[CH:4][CH:3]=1. The yield is 0.720.